Task: Regression. Given two drug SMILES strings and cell line genomic features, predict the synergy score measuring deviation from expected non-interaction effect.. Dataset: NCI-60 drug combinations with 297,098 pairs across 59 cell lines (1) Cell line: OVCAR-4. Synergy scores: CSS=24.7, Synergy_ZIP=-7.17, Synergy_Bliss=0.180, Synergy_Loewe=-13.5, Synergy_HSA=0.123. Drug 2: CCC1(CC2CC(C3=C(CCN(C2)C1)C4=CC=CC=C4N3)(C5=C(C=C6C(=C5)C78CCN9C7C(C=CC9)(C(C(C8N6C)(C(=O)OC)O)OC(=O)C)CC)OC)C(=O)OC)O.OS(=O)(=O)O. Drug 1: C1CC(=O)NC(=O)C1N2CC3=C(C2=O)C=CC=C3N. (2) Drug 1: CC1=C(C=C(C=C1)NC2=NC=CC(=N2)N(C)C3=CC4=NN(C(=C4C=C3)C)C)S(=O)(=O)N.Cl. Drug 2: CCC1(CC2CC(C3=C(CCN(C2)C1)C4=CC=CC=C4N3)(C5=C(C=C6C(=C5)C78CCN9C7C(C=CC9)(C(C(C8N6C)(C(=O)OC)O)OC(=O)C)CC)OC)C(=O)OC)O.OS(=O)(=O)O. Cell line: SN12C. Synergy scores: CSS=37.7, Synergy_ZIP=7.58, Synergy_Bliss=7.64, Synergy_Loewe=4.12, Synergy_HSA=8.88.